Task: Regression. Given a peptide amino acid sequence and an MHC pseudo amino acid sequence, predict their binding affinity value. This is MHC class I binding data.. Dataset: Peptide-MHC class I binding affinity with 185,985 pairs from IEDB/IMGT The peptide sequence is FREVWKQLF. The MHC is HLA-A80:01 with pseudo-sequence HLA-A80:01. The binding affinity (normalized) is 0.0847.